The task is: Predict which catalyst facilitates the given reaction.. This data is from Catalyst prediction with 721,799 reactions and 888 catalyst types from USPTO. (1) Reactant: F[C:2]1[CH:11]=[C:10]2[C:5]([C:6]([NH:12][C:13]3[CH:14]=[C:15]4[C:19](=[CH:20][CH:21]=3)[N:18]([CH2:22][C:23]3[CH:28]=[CH:27][CH:26]=[C:25]([F:29])[CH:24]=3)[N:17]=[CH:16]4)=[N:7][CH:8]=[N:9]2)=[CH:4][C:3]=1[N+:30]([O-:32])=[O:31].[CH3:33][CH2:34][O-:35].[Na+].O. Product: [CH2:34]([O:35][C:2]1[CH:11]=[C:10]2[C:5]([C:6]([NH:12][C:13]3[CH:14]=[C:15]4[C:19](=[CH:20][CH:21]=3)[N:18]([CH2:22][C:23]3[CH:28]=[CH:27][CH:26]=[C:25]([F:29])[CH:24]=3)[N:17]=[CH:16]4)=[N:7][CH:8]=[N:9]2)=[CH:4][C:3]=1[N+:30]([O-:32])=[O:31])[CH3:33]. The catalyst class is: 14. (2) Reactant: [CH3:1][NH:2][CH3:3].[O:4]1[C:8]2([CH2:13][CH2:12][CH:11]([CH:14]=O)[CH2:10][CH2:9]2)[O:7][CH2:6][CH2:5]1.[C-:16]#[N:17].[K+].Cl. Product: [CH3:1][N:2]([CH:14]([CH:11]1[CH2:10][CH2:9][C:8]2([O:4][CH2:5][CH2:6][O:7]2)[CH2:13][CH2:12]1)[C:16]#[N:17])[CH3:3]. The catalyst class is: 72. (3) Reactant: [N+:1]([C:4]1[CH:17]=[CH:16][C:7]([O:8][C:9]([CH3:15])([CH3:14])[C:10]([O:12]C)=[O:11])=[CH:6][CH:5]=1)([O-:3])=[O:2].[OH-].[Na+].Cl. Product: [N+:1]([C:4]1[CH:5]=[CH:6][C:7]([O:8][C:9]([CH3:15])([CH3:14])[C:10]([OH:12])=[O:11])=[CH:16][CH:17]=1)([O-:3])=[O:2]. The catalyst class is: 24. (4) Reactant: [Cl:1][C:2]1[CH:7]=[CH:6][C:5]([NH2:8])=[C:4]([C:9]2[NH:13][N:12]=[N:11][N:10]=2)[CH:3]=1.[Cl:14][C:15]1[CH:20]=[CH:19][C:18]([N:21]=[C:22]=[O:23])=[CH:17][C:16]=1[C:24]([F:27])([F:26])[F:25]. The catalyst class is: 11. Product: [Cl:1][C:2]1[CH:7]=[CH:6][C:5]([NH:8][C:22]([NH:21][C:18]2[CH:19]=[CH:20][C:15]([Cl:14])=[C:16]([C:24]([F:26])([F:25])[F:27])[CH:17]=2)=[O:23])=[C:4]([C:9]2[NH:13][N:12]=[N:11][N:10]=2)[CH:3]=1. (5) Reactant: [Cl:1][C:2]1[CH:3]=[C:4]([C:12]([OH:14])=O)[CH:5]=[N:6][C:7]=1[O:8][CH:9]([CH3:11])[CH3:10].C1C=CC2N(O)N=NC=2C=1.CCN=C=NCCCN(C)C.O[NH:37][C:38]([C:40]1[C:41]2[CH:48]=[CH:47][NH:46][C:42]=2[CH:43]=[N:44][CH:45]=1)=[NH:39].CCCC[N+](CCCC)(CCCC)CCCC.[F-]. Product: [Cl:1][C:2]1[CH:3]=[C:4]([C:12]2[O:14][N:37]=[C:38]([C:40]3[CH:45]=[N:44][CH:43]=[C:42]4[NH:46][CH:47]=[CH:48][C:41]=34)[N:39]=2)[CH:5]=[N:6][C:7]=1[O:8][CH:9]([CH3:10])[CH3:11]. The catalyst class is: 1. (6) Reactant: [O:1]=[C:2]1[C:7]2[CH:8]=[CH:9][CH:10]=[CH:11][C:6]=2[S:5][C:4]([C:12]2[N:17]=[C:16]([CH2:18][CH2:19][C:20]([O:22]C(C)(C)C)=[O:21])[CH:15]=[C:14]([S:27]([CH3:30])(=[O:29])=[O:28])[CH:13]=2)=[N:3]1. Product: [O:1]=[C:2]1[C:7]2[CH:8]=[CH:9][CH:10]=[CH:11][C:6]=2[S:5][C:4]([C:12]2[N:17]=[C:16]([CH2:18][CH2:19][C:20]([OH:22])=[O:21])[CH:15]=[C:14]([S:27]([CH3:30])(=[O:29])=[O:28])[CH:13]=2)=[N:3]1. The catalyst class is: 55.